From a dataset of Peptide-MHC class II binding affinity with 134,281 pairs from IEDB. Regression. Given a peptide amino acid sequence and an MHC pseudo amino acid sequence, predict their binding affinity value. This is MHC class II binding data. (1) The peptide sequence is EMPSEEGYQDYEPEA. The MHC is DRB4_0101 with pseudo-sequence DRB4_0103. The binding affinity (normalized) is 0. (2) The peptide sequence is FEVDQTKIQYVIRAQ. The MHC is DRB1_0404 with pseudo-sequence DRB1_0404. The binding affinity (normalized) is 0.503. (3) The peptide sequence is VKQIKVRVDMVRHRI. The MHC is DRB3_0301 with pseudo-sequence DRB3_0301. The binding affinity (normalized) is 0.750. (4) The peptide sequence is ERVGNGTGQYQGNLS. The MHC is DRB1_0101 with pseudo-sequence DRB1_0101. The binding affinity (normalized) is 0.207. (5) The peptide sequence is ATPEAKYDAYVATLS. The MHC is HLA-DPA10201-DPB10501 with pseudo-sequence HLA-DPA10201-DPB10501. The binding affinity (normalized) is 0.273.